From a dataset of NCI-60 drug combinations with 297,098 pairs across 59 cell lines. Regression. Given two drug SMILES strings and cell line genomic features, predict the synergy score measuring deviation from expected non-interaction effect. (1) Drug 1: C1=CC=C(C(=C1)C(C2=CC=C(C=C2)Cl)C(Cl)Cl)Cl. Drug 2: CN(C(=O)NC(C=O)C(C(C(CO)O)O)O)N=O. Cell line: SW-620. Synergy scores: CSS=2.16, Synergy_ZIP=-0.409, Synergy_Bliss=3.87, Synergy_Loewe=0.836, Synergy_HSA=0.637. (2) Drug 1: C1CCN(CC1)CCOC2=CC=C(C=C2)C(=O)C3=C(SC4=C3C=CC(=C4)O)C5=CC=C(C=C5)O. Drug 2: CC(CN1CC(=O)NC(=O)C1)N2CC(=O)NC(=O)C2. Cell line: TK-10. Synergy scores: CSS=9.57, Synergy_ZIP=-4.47, Synergy_Bliss=-3.50, Synergy_Loewe=-5.67, Synergy_HSA=-3.29. (3) Drug 1: C#CCC(CC1=CN=C2C(=N1)C(=NC(=N2)N)N)C3=CC=C(C=C3)C(=O)NC(CCC(=O)O)C(=O)O. Drug 2: C1=NNC2=C1C(=O)NC=N2. Cell line: UACC62. Synergy scores: CSS=5.72, Synergy_ZIP=0.939, Synergy_Bliss=-1.92, Synergy_Loewe=-0.992, Synergy_HSA=-1.30. (4) Drug 1: CN(C)N=NC1=C(NC=N1)C(=O)N. Drug 2: C1CCC(C(C1)N)N.C(=O)(C(=O)[O-])[O-].[Pt+4]. Cell line: SF-295. Synergy scores: CSS=14.8, Synergy_ZIP=-6.17, Synergy_Bliss=-2.19, Synergy_Loewe=0.903, Synergy_HSA=1.22. (5) Drug 1: CC1OCC2C(O1)C(C(C(O2)OC3C4COC(=O)C4C(C5=CC6=C(C=C35)OCO6)C7=CC(=C(C(=C7)OC)O)OC)O)O. Drug 2: C1CCC(CC1)NC(=O)N(CCCl)N=O. Cell line: NCI-H226. Synergy scores: CSS=21.6, Synergy_ZIP=-2.81, Synergy_Bliss=-1.13, Synergy_Loewe=0.0598, Synergy_HSA=1.88. (6) Drug 1: CCC1(CC2CC(C3=C(CCN(C2)C1)C4=CC=CC=C4N3)(C5=C(C=C6C(=C5)C78CCN9C7C(C=CC9)(C(C(C8N6C)(C(=O)OC)O)OC(=O)C)CC)OC)C(=O)OC)O.OS(=O)(=O)O. Drug 2: C1CN(CCN1C(=O)CCBr)C(=O)CCBr. Cell line: HOP-62. Synergy scores: CSS=41.1, Synergy_ZIP=2.81, Synergy_Bliss=1.30, Synergy_Loewe=-0.250, Synergy_HSA=-0.951.